Dataset: Full USPTO retrosynthesis dataset with 1.9M reactions from patents (1976-2016). Task: Predict the reactants needed to synthesize the given product. (1) The reactants are: [C:1]([NH:4][C:5]1[C:14]([F:15])=[C:13](F)[C:12]([CH3:17])=[C:11]2[C:6]=1[C:7](=[O:24])[C:8]([C:21]([OH:23])=[O:22])=[CH:9][N:10]2[CH:18]1[CH2:20][CH2:19]1)(=[O:3])[CH3:2].[C:25]([O:29][C:30]([NH:32][C@H:33]1[C:37]2([CH2:39][CH2:38]2)[CH2:36][NH:35][CH2:34]1)=[O:31])([CH3:28])([CH3:27])[CH3:26]. Given the product [C:1]([NH:4][C:5]1[C:14]([F:15])=[C:13]([N:35]2[CH2:34][C@@H:33]([NH:32][C:30]([O:29][C:25]([CH3:28])([CH3:27])[CH3:26])=[O:31])[C:37]3([CH2:38][CH2:39]3)[CH2:36]2)[C:12]([CH3:17])=[C:11]2[C:6]=1[C:7](=[O:24])[C:8]([C:21]([OH:23])=[O:22])=[CH:9][N:10]2[CH:18]1[CH2:20][CH2:19]1)(=[O:3])[CH3:2], predict the reactants needed to synthesize it. (2) Given the product [F:33][C:27]1[CH:28]=[CH:29][C:30]([CH3:32])=[CH:31][C:26]=1[C:24]1[O:23][N:22]=[C:21]([C:19](=[O:18])[CH2:1][CH3:2])[CH:25]=1, predict the reactants needed to synthesize it. The reactants are: [CH2:1]([Mg]Br)[CH3:2].O1CCCC1.C(N(CC)CC)C.C[O:18][C:19]([C:21]1[CH:25]=[C:24]([C:26]2[CH:31]=[C:30]([CH3:32])[CH:29]=[CH:28][C:27]=2[F:33])[O:23][N:22]=1)=O. (3) Given the product [Si:19]([O:26][CH2:27][CH2:28][O:29][C:10]1[CH:11]=[CH:12][C:13]([N+:15]([O-:17])=[O:16])=[CH:14][C:9]=1[N:8]1[C:4]([CH:1]2[CH2:3][CH2:2]2)=[N:5][N:6]=[N:7]1)([C:22]([CH3:24])([CH3:25])[CH3:23])([CH3:21])[CH3:20], predict the reactants needed to synthesize it. The reactants are: [CH:1]1([C:4]2[N:8]([C:9]3[CH:14]=[C:13]([N+:15]([O-:17])=[O:16])[CH:12]=[CH:11][C:10]=3F)[N:7]=[N:6][N:5]=2)[CH2:3][CH2:2]1.[Si:19]([O:26][CH2:27][CH2:28][OH:29])([C:22]([CH3:25])([CH3:24])[CH3:23])([CH3:21])[CH3:20].C([O-])([O-])=O.[Cs+].[Cs+].CCOC(C)=O. (4) The reactants are: [BH4-].[Na+].[C:3]([C:6]1[CH:10]=[C:9]([C:11]([NH:13][C@@H:14]([CH3:31])[CH2:15][N:16]2[CH:20]=[C:19]([Cl:21])[C:18]([C:22]3[CH:27]=[CH:26][C:25]([C:28]#[N:29])=[C:24]([Cl:30])[CH:23]=3)=[N:17]2)=[O:12])[NH:8][N:7]=1)(=[O:5])[CH3:4].Cl. Given the product [Cl:21][C:19]1[C:18]([C:22]2[CH:27]=[CH:26][C:25]([C:28]#[N:29])=[C:24]([Cl:30])[CH:23]=2)=[N:17][N:16]([CH2:15][C@@H:14]([NH:13][C:11]([C:9]2[NH:8][N:7]=[C:6]([CH:3]([OH:5])[CH3:4])[CH:10]=2)=[O:12])[CH3:31])[CH:20]=1, predict the reactants needed to synthesize it. (5) Given the product [CH3:8][C:6]1[CH:5]=[C:4]([C:9]2[CH:10]=[N:11][N:12]3[C:17]([C:18]4[CH:25]=[CH:24][CH:23]=[C:20]([C:21]5[NH:28][N:27]=[N:26][N:22]=5)[CH:19]=4)=[CH:16][CH:15]=[N:14][C:13]=23)[CH:3]=[C:2]([CH3:1])[CH:7]=1, predict the reactants needed to synthesize it. The reactants are: [CH3:1][C:2]1[CH:3]=[C:4]([C:9]2[CH:10]=[N:11][N:12]3[C:17]([C:18]4[CH:19]=[C:20]([CH:23]=[CH:24][CH:25]=4)[C:21]#[N:22])=[CH:16][CH:15]=[N:14][C:13]=23)[CH:5]=[C:6]([CH3:8])[CH:7]=1.[N-:26]=[N+:27]=[N-:28].[Na+]. (6) Given the product [Cl:1][C:2]1[CH:3]=[CH:4][C:5]2[N:11]3[C:12]([N:15]4[CH2:20][CH2:19][CH:18]([C:21]5[CH:26]=[CH:25][CH:24]=[CH:23][N:22]=5)[CH2:17][CH2:16]4)=[N:13][N:14]=[C:10]3[CH2:9][N:8]([CH3:30])[CH2:7][C:6]=2[CH:27]=1, predict the reactants needed to synthesize it. The reactants are: [Cl:1][C:2]1[CH:3]=[CH:4][C:5]2[N:11]3[C:12]([N:15]4[CH2:20][CH2:19][CH:18]([C:21]5[CH:26]=[CH:25][CH:24]=[CH:23][N:22]=5)[CH2:17][CH2:16]4)=[N:13][N:14]=[C:10]3[CH2:9][NH:8][CH2:7][C:6]=2[CH:27]=1.C=O.[C:30](O[BH-](OC(=O)C)OC(=O)C)(=O)C.[Na+].C(=O)([O-])O.[Na+]. (7) Given the product [CH3:12][O:13][C:14]1[CH:15]=[CH:3][O:4][C:18]=1[CH:17]=[O:16], predict the reactants needed to synthesize it. The reactants are: CN(C)[CH:3]=[O:4].C(Cl)(=O)C(Cl)=O.[CH3:12][O:13][C:14]1[CH:18]=[CH:17][O:16][CH:15]=1.